Dataset: Catalyst prediction with 721,799 reactions and 888 catalyst types from USPTO. Task: Predict which catalyst facilitates the given reaction. (1) Reactant: CS(C)=O.C(Cl)(=O)C(Cl)=O.[C:11]([C:13]1[CH:18]=[CH:17][C:16]([N:19]2[C:26](=[O:27])[C:22]3([CH2:25][CH2:24][CH2:23]3)[N:21]([C:28]3[CH:33]=[CH:32][C:31]([CH2:34][CH2:35][CH2:36][C:37]([NH2:39])=O)=[CH:30][CH:29]=3)[C:20]2=[S:40])=[CH:15][C:14]=1[C:41]([F:44])([F:43])[F:42])#[N:12].C(N(CC)CC)C. Product: [C:37]([CH2:36][CH2:35][CH2:34][C:31]1[CH:30]=[CH:29][C:28]([N:21]2[C:20](=[S:40])[N:19]([C:16]3[CH:17]=[CH:18][C:13]([C:11]#[N:12])=[C:14]([C:41]([F:44])([F:42])[F:43])[CH:15]=3)[C:26](=[O:27])[C:22]32[CH2:23][CH2:24][CH2:25]3)=[CH:33][CH:32]=1)#[N:39]. The catalyst class is: 4. (2) Reactant: Br[C:2]1[CH:7]=[CH:6][C:5]([F:8])=[CH:4][C:3]=1[F:9].[C:10]([O:14][C:15]([N:17]1[CH2:22][CH2:21][C:20](=[O:23])[CH2:19][CH2:18]1)=[O:16])([CH3:13])([CH3:12])[CH3:11].[Cl-].[NH4+]. Product: [C:10]([O:14][C:15]([N:17]1[CH2:22][CH2:21][C:20]([C:2]2[CH:7]=[CH:6][C:5]([F:8])=[CH:4][C:3]=2[F:9])([OH:23])[CH2:19][CH2:18]1)=[O:16])([CH3:13])([CH3:11])[CH3:12]. The catalyst class is: 1. (3) Reactant: O[C:2]1[C:11]2[C:6](=[N:7][CH:8]=[CH:9][CH:10]=2)[N:5]([C:12]2[CH:17]=[CH:16][CH:15]=[C:14]([N+:18]([O-:20])=[O:19])[CH:13]=2)[C:4](=[O:21])[CH:3]=1.[H-].[Na+].[H][H].[C:26]1([CH2:32][C:33](Cl)=O)[CH:31]=[CH:30][CH:29]=[CH:28][CH:27]=1.Cl.O.[NH2:38][NH2:39]. Product: [CH2:32]([C:33]1[C:3]2[C:4](=[O:21])[N:5]([C:12]3[CH:17]=[CH:16][CH:15]=[C:14]([N+:18]([O-:20])=[O:19])[CH:13]=3)[C:6]3[N:7]=[CH:8][CH:9]=[CH:10][C:11]=3[C:2]=2[NH:39][N:38]=1)[C:26]1[CH:31]=[CH:30][CH:29]=[CH:28][CH:27]=1. The catalyst class is: 18. (4) Reactant: [N:1]1([C:6]2[CH:14]=[CH:13][C:9]([C:10]([OH:12])=O)=[CH:8][N:7]=2)[CH:5]=[CH:4][N:3]=[CH:2]1.[ClH:15].[CH2:16]([O:19][CH2:20][C@@H:21]1[CH2:26][CH2:25][CH2:24][N:23]([CH2:27][C@H:28]2[CH2:33][CH2:32][CH2:31][CH2:30][C@@H:29]2[NH2:34])[CH2:22]1)[CH:17]=[CH2:18].CN(C(ON1N=NC2C=CC=NC1=2)=[N+](C)C)C.F[P-](F)(F)(F)(F)F.C(N(C(C)C)CC)(C)C. Product: [CH2:16]([O:19][CH2:20][C@@H:21]1[CH2:26][CH2:25][CH2:24][N:23]([CH2:27][C@H:28]2[CH2:33][CH2:32][CH2:31][CH2:30][C@@H:29]2[NH:34][C:10](=[O:12])[C:9]2[CH:13]=[CH:14][C:6]([N:1]3[CH:5]=[CH:4][N:3]=[CH:2]3)=[N:7][CH:8]=2)[CH2:22]1)[CH:17]=[CH2:18].[ClH:15]. The catalyst class is: 3. (5) Reactant: [CH3:1][C:2]1[CH:7]=[CH:6][C:5]([S:8]([O:11][C@@H:12]2[CH2:16][O:15][C@@H:14]3[C@H:17](OS(C4C=CC(C)=CC=4)(=O)=O)[CH2:18][O:19][C@H:13]23)(=[O:10])=[O:9])=[CH:4][CH:3]=1.[Br-:31].[Li+].O. Product: [CH3:1][C:2]1[CH:7]=[CH:6][C:5]([S:8]([O:11][C@@H:12]2[CH2:16][O:15][C@@H:14]3[C@@H:17]([Br:31])[CH2:18][O:19][C@H:13]23)(=[O:10])=[O:9])=[CH:4][CH:3]=1. The catalyst class is: 9. (6) Reactant: [Cl:1][C:2]1[CH:3]=[C:4](/[C:12](=[N:16]\[O:17][CH:18]2[CH2:22][CH2:21][CH2:20][CH2:19]2)/[C:13]([OH:15])=O)[CH:5]=[CH:6][C:7]=1[S:8]([CH3:11])(=[O:10])=[O:9].[CH3:23][C:24]1[S:28][C:27]([NH2:29])=[N:26][CH:25]=1.C(N(CC)C(C)C)(C)C. Product: [Cl:1][C:2]1[CH:3]=[C:4](/[C:12](=[N:16]\[O:17][CH:18]2[CH2:22][CH2:21][CH2:20][CH2:19]2)/[C:13]([NH:29][C:27]2[S:28][C:24]([CH3:23])=[CH:25][N:26]=2)=[O:15])[CH:5]=[CH:6][C:7]=1[S:8]([CH3:11])(=[O:9])=[O:10]. The catalyst class is: 2.